Task: Predict the product of the given reaction.. Dataset: Forward reaction prediction with 1.9M reactions from USPTO patents (1976-2016) (1) Given the reactants [CH2:1]([C:8]1[CH:9]=[N:10][C:11]2[C:16]([C:17]=1[C:18]1[CH:19]=[C:20]([CH:29]=[CH:30][CH:31]=1)[O:21][C:22]1[CH:27]=[CH:26][C:25]([OH:28])=[CH:24][CH:23]=1)=[CH:15][CH:14]=[CH:13][C:12]=2[C:32]([F:35])([F:34])[F:33])[C:2]1[CH:7]=[CH:6][CH:5]=[CH:4][CH:3]=1.C[O:37][C:38](=[O:41])[CH2:39]Br, predict the reaction product. The product is: [CH2:1]([C:8]1[CH:9]=[N:10][C:11]2[C:16]([C:17]=1[C:18]1[CH:19]=[C:20]([CH:29]=[CH:30][CH:31]=1)[O:21][C:22]1[CH:27]=[CH:26][C:25]([O:28][CH2:39][C:38]([OH:41])=[O:37])=[CH:24][CH:23]=1)=[CH:15][CH:14]=[CH:13][C:12]=2[C:32]([F:35])([F:33])[F:34])[C:2]1[CH:3]=[CH:4][CH:5]=[CH:6][CH:7]=1. (2) Given the reactants [CH3:1][C:2]1[CH:3]=[C:4](/[CH:31]=[CH:32]/[C:33]([O:35]CC)=[O:34])[CH:5]=[C:6]([CH3:30])[C:7]=1[O:8][CH:9]([C:14]1[CH:19]=[CH:18][CH:17]=[C:16]([C:20]2[CH:25]=[CH:24][C:23]([C:26]([F:29])([F:28])[F:27])=[CH:22][CH:21]=2)[N:15]=1)[CH2:10][CH2:11][CH2:12][CH3:13].[OH-].[Na+].Cl, predict the reaction product. The product is: [CH3:30][C:6]1[CH:5]=[C:4](/[CH:31]=[CH:32]/[C:33]([OH:35])=[O:34])[CH:3]=[C:2]([CH3:1])[C:7]=1[O:8][CH:9]([C:14]1[CH:19]=[CH:18][CH:17]=[C:16]([C:20]2[CH:21]=[CH:22][C:23]([C:26]([F:29])([F:27])[F:28])=[CH:24][CH:25]=2)[N:15]=1)[CH2:10][CH2:11][CH2:12][CH3:13].